From a dataset of Forward reaction prediction with 1.9M reactions from USPTO patents (1976-2016). Predict the product of the given reaction. (1) Given the reactants [N:1]([C:38]([CH2:40][O:41][CH2:42][C:43]([OH:45])=O)=[O:39])([CH2:20][CH2:21][CH2:22][CH2:23][CH2:24][CH2:25][CH2:26][CH2:27][CH2:28][CH2:29][CH2:30][CH2:31][CH2:32][CH2:33][CH2:34][CH2:35][CH2:36][CH3:37])[CH2:2][CH2:3][CH2:4][CH2:5][CH2:6][CH2:7][CH2:8][CH2:9][CH2:10][CH2:11][CH2:12][CH2:13][CH2:14][CH2:15][CH2:16][CH2:17][CH2:18][CH3:19].C(Cl)Cl.[NH2:49][CH2:50][C:51]([NH:53][CH2:54][C:55]([NH:57][CH2:58][C:59]([O:61][CH2:62][C:63]1[CH:68]=[CH:67][CH:66]=[CH:65][CH:64]=1)=[O:60])=[O:56])=[O:52].CC1C=CC(S(O)(=O)=O)=CC=1, predict the reaction product. The product is: [N:1]([C:38]([CH2:40][O:41][CH2:42][C:43]([NH:49][CH2:50][C:51]([NH:53][CH2:54][C:55]([NH:57][CH2:58][C:59]([O:61][CH2:62][C:63]1[CH:64]=[CH:65][CH:66]=[CH:67][CH:68]=1)=[O:60])=[O:56])=[O:52])=[O:45])=[O:39])([CH2:2][CH2:3][CH2:4][CH2:5][CH2:6][CH2:7][CH2:8][CH2:9][CH2:10][CH2:11][CH2:12][CH2:13][CH2:14][CH2:15][CH2:16][CH2:17][CH2:18][CH3:19])[CH2:20][CH2:21][CH2:22][CH2:23][CH2:24][CH2:25][CH2:26][CH2:27][CH2:28][CH2:29][CH2:30][CH2:31][CH2:32][CH2:33][CH2:34][CH2:35][CH2:36][CH3:37]. (2) Given the reactants [NH:1]1[CH2:6][CH2:5][CH:4]([C:7]2[CH:15]=[CH:14][CH:13]=[C:12]3[C:8]=2[CH2:9][C:10](=[O:16])[NH:11]3)[CH2:3][CH2:2]1.[CH2:17]([O:19][C:20]([C:22]1[NH:23][C:24]([CH:31]=O)=[C:25]2[C:30]=1[CH2:29][CH2:28][CH2:27][CH2:26]2)=[O:21])[CH3:18], predict the reaction product. The product is: [CH2:17]([O:19][C:20]([C:22]1[NH:23][C:24]([CH:31]=[C:9]2[C:8]3[C:12](=[CH:13][CH:14]=[CH:15][C:7]=3[CH:4]3[CH2:3][CH2:2][NH:1][CH2:6][CH2:5]3)[NH:11][C:10]2=[O:16])=[C:25]2[C:30]=1[CH2:29][CH2:28][CH2:27][CH2:26]2)=[O:21])[CH3:18]. (3) Given the reactants [OH-].[Na+].[CH2:3]([O:5][C:6]([C@@H:8]1[CH2:10][C@H:9]1[C:11]([O:13]CC)=[O:12])=[O:7])[CH3:4].O, predict the reaction product. The product is: [CH2:3]([O:5][C:6]([C@@H:8]1[CH2:10][C@H:9]1[C:11]([OH:13])=[O:12])=[O:7])[CH3:4]. (4) Given the reactants Br[C:2]1[CH:3]=[C:4]2[C:9](=[CH:10][C:11]=1[O:12][CH2:13][CH3:14])[N:8]=[CH:7][C:6]([C:15]([NH2:17])=[O:16])=[C:5]2[NH:18][C:19]1[CH:24]=[CH:23][C:22]([F:25])=[CH:21][C:20]=1[F:26].[N:27]1[CH:32]=[CH:31][CH:30]=[C:29](B(O)O)[CH:28]=1.C(=O)([O-])[O-].[Cs+].[Cs+], predict the reaction product. The product is: [F:26][C:20]1[CH:21]=[C:22]([F:25])[CH:23]=[CH:24][C:19]=1[NH:18][C:5]1[C:4]2[C:9](=[CH:10][C:11]([O:12][CH2:13][CH3:14])=[C:2]([C:29]3[CH:28]=[N:27][CH:32]=[CH:31][CH:30]=3)[CH:3]=2)[N:8]=[CH:7][C:6]=1[C:15]([NH2:17])=[O:16]. (5) Given the reactants C([O:4][C:5]([C:7]1([NH:10][C:11]([C:13]2[N:17]3[C@@:18]([CH2:31][C:32]4[CH:37]=[CH:36][C:35]([Br:38])=[CH:34][CH:33]=4)([CH3:30])[C:19](=[O:29])[N:20]([C:21]4[CH:26]=[C:25]([Cl:27])[CH:24]=[C:23]([Cl:28])[CH:22]=4)[C:16]3=[N:15][CH:14]=2)=[O:12])[CH2:9][CH2:8]1)=[O:6])C=C.N1CCOCC1, predict the reaction product. The product is: [Br:38][C:35]1[CH:36]=[CH:37][C:32]([CH2:31][C@@:18]2([CH3:30])[N:17]3[C:13]([C:11]([NH:10][C:7]4([C:5]([OH:6])=[O:4])[CH2:8][CH2:9]4)=[O:12])=[CH:14][N:15]=[C:16]3[N:20]([C:21]3[CH:22]=[C:23]([Cl:28])[CH:24]=[C:25]([Cl:27])[CH:26]=3)[C:19]2=[O:29])=[CH:33][CH:34]=1. (6) Given the reactants [H-].[Na+].[NH2:3][C@@H:4]([C:9]([OH:11])=[O:10])[C:5]([SH:8])([CH3:7])[CH3:6].[C:12]([O:16][C:17](=[O:20])[CH2:18]Br)([CH3:15])([CH3:14])[CH3:13].Cl, predict the reaction product. The product is: [C:12]([O:16][C:17]([CH2:18][S:8][C:5]([CH3:7])([CH3:6])[C@H:4]([NH:3][C:17]([O:16][CH2:12][CH3:13])=[O:20])[C:9]([OH:11])=[O:10])=[O:20])([CH3:15])([CH3:14])[CH3:13]. (7) Given the reactants [CH3:1][C:2]([C:4]1[CH:5]=[CH:6][C:7]([OH:10])=[CH:8][CH:9]=1)=[O:3].C(=O)([O-])[O-].[K+].[K+].[CH2:17](Br)[CH:18]=[CH2:19], predict the reaction product. The product is: [CH3:1][C:2]([C:4]1[CH:9]=[CH:8][C:7]([O:10][CH2:19][CH:18]=[CH2:17])=[CH:6][CH:5]=1)=[O:3].